This data is from Catalyst prediction with 721,799 reactions and 888 catalyst types from USPTO. The task is: Predict which catalyst facilitates the given reaction. (1) Reactant: [NH:1]1[C:9]2[C:4](=[CH:5][CH:6]=[CH:7][CH:8]=2)[C:3]2([C:21]3[C:12](=[CH:13][C:14]4[O:19][CH2:18][CH2:17][O:16][C:15]=4[CH:20]=3)[O:11][CH2:10]2)[C:2]1=[O:22].C(=O)([O-])[O-].[Cs+].[Cs+].Cl[CH2:30][C:31]1[CH:36]=[CH:35][CH:34]=[C:33]([C:37]([F:40])([F:39])[F:38])[N:32]=1.CN(C)C=O. Product: [F:40][C:37]([F:38])([F:39])[C:33]1[N:32]=[C:31]([CH2:30][N:1]2[C:9]3[C:4](=[CH:5][CH:6]=[CH:7][CH:8]=3)[C:3]3([C:21]4[C:12](=[CH:13][C:14]5[O:19][CH2:18][CH2:17][O:16][C:15]=5[CH:20]=4)[O:11][CH2:10]3)[C:2]2=[O:22])[CH:36]=[CH:35][CH:34]=1. The catalyst class is: 69. (2) Reactant: [C:1]([C:3]1[CH:4]=[C:5]([CH:19]=[C:20]([CH2:24][CH3:25])[C:21]=1[O:22]C)[C:6]([N:8]1[C:12]2[CH:13]=[CH:14][CH:15]=[CH:16][C:11]=2[S:10](=[O:18])(=[O:17])[CH2:9]1)=[O:7])#[N:2].[Cl-].[Li+].Cl. Product: [C:1]([C:3]1[CH:4]=[C:5]([CH:19]=[C:20]([CH2:24][CH3:25])[C:21]=1[OH:22])[C:6]([N:8]1[C:12]2[CH:13]=[CH:14][CH:15]=[CH:16][C:11]=2[S:10](=[O:18])(=[O:17])[CH2:9]1)=[O:7])#[N:2]. The catalyst class is: 9. (3) Reactant: [Br:1][C:2]1[CH:7]=[CH:6][C:5]([CH2:8][C:9]([O:11][CH2:12][CH3:13])=[O:10])=[CH:4][CH:3]=1.[CH3:14][C:15](C)([O-])[CH3:16].[K+].IC(C)C. Product: [CH2:12]([O:11][C:9](=[O:10])[CH:8]([C:5]1[CH:4]=[CH:3][C:2]([Br:1])=[CH:7][CH:6]=1)[CH:15]([CH3:16])[CH3:14])[CH3:13]. The catalyst class is: 3. (4) Reactant: [C:1]([O:5][C@@H:6]([C:12]1[C:21]([CH3:22])=[CH:20][C:19]2[C:14](=[CH:15][CH:16]=[C:17]([CH:23]=C)[CH:18]=2)[C:13]=1[O:25][S:26]([C:29]([F:32])([F:31])[F:30])(=[O:28])=[O:27])[C:7]([O:9][CH2:10][CH3:11])=[O:8])([CH3:4])([CH3:3])[CH3:2].C1C[O:36]CC1. Product: [C:1]([O:5][C@@H:6]([C:12]1[C:21]([CH3:22])=[CH:20][C:19]2[C:14](=[CH:15][CH:16]=[C:17]([CH:23]=[O:36])[CH:18]=2)[C:13]=1[O:25][S:26]([C:29]([F:32])([F:30])[F:31])(=[O:27])=[O:28])[C:7]([O:9][CH2:10][CH3:11])=[O:8])([CH3:2])([CH3:3])[CH3:4]. The catalyst class is: 6.